This data is from Full USPTO retrosynthesis dataset with 1.9M reactions from patents (1976-2016). The task is: Predict the reactants needed to synthesize the given product. (1) Given the product [O:16]1[C:20]2[CH:21]=[CH:22][C:23]([C:25]3([C:28]([NH:11][C:7]4[CH:6]=[C:5]5[C:10](=[CH:9][CH:8]=4)[N:2]([CH3:1])[C:3]([C:12]4([CH3:15])[CH2:13][CH2:14]4)=[CH:4]5)=[O:29])[CH2:26][CH2:27]3)=[CH:24][C:19]=2[O:18][CH2:17]1, predict the reactants needed to synthesize it. The reactants are: [CH3:1][N:2]1[C:10]2[C:5](=[CH:6][C:7]([NH2:11])=[CH:8][CH:9]=2)[CH:4]=[C:3]1[C:12]1([CH3:15])[CH2:14][CH2:13]1.[O:16]1[C:20]2[CH:21]=[CH:22][C:23]([C:25]3([C:28](O)=[O:29])[CH2:27][CH2:26]3)=[CH:24][C:19]=2[O:18][CH2:17]1.C(N(CC)CC)C.F[P-](F)(F)(F)(F)F.C[N+](C)=C(N(C)C)O. (2) Given the product [F:36][C:35]([F:38])([F:37])[C:33]([OH:39])=[O:34].[F:36][C:35]([F:38])([F:37])[C:33]([OH:39])=[O:34].[F:36][C:35]([F:38])([F:37])[C:33]([OH:39])=[O:34].[F:36][C:35]([F:38])([F:37])[C:33]([OH:39])=[O:34].[NH2:25][C@@H:12]1[C@@H:13]([C:17]2[CH:22]=[C:21]([F:23])[CH:20]=[CH:19][C:18]=2[F:24])[N:14]([CH3:16])[CH2:15][C@H:10]([N:8]2[CH2:9][C:3]3[C:4](=[N:5][NH:6][C:2]=3[NH2:1])[CH2:7]2)[CH2:11]1, predict the reactants needed to synthesize it. The reactants are: [NH2:1][C:2]1[NH:6][N:5]=[C:4]2[CH2:7][N:8]([C@H:10]3[CH2:15][N:14]([CH3:16])[C@H:13]([C:17]4[CH:22]=[C:21]([F:23])[CH:20]=[CH:19][C:18]=4[F:24])[C@@H:12]([NH:25]C(=O)OC(C)(C)C)[CH2:11]3)[CH2:9][C:3]=12.[C:33]([OH:39])([C:35]([F:38])([F:37])[F:36])=[O:34].C(Cl)Cl. (3) Given the product [CH3:9][O:8][C:4]1[CH:3]=[C:2]([C:18]2[C:19]3[C:14](=[CH:13][CH:12]=[CH:11][CH:10]=3)[CH:15]=[CH:16][CH:17]=2)[CH:7]=[CH:6][CH:5]=1, predict the reactants needed to synthesize it. The reactants are: Br[C:2]1[CH:3]=[C:4]([O:8][CH3:9])[CH:5]=[CH:6][CH:7]=1.[C:10]1(B(O)O)[C:19]2[C:14](=[CH:15][CH:16]=[CH:17][CH:18]=2)[CH:13]=[CH:12][CH:11]=1.[F-].[K+].